Regression/Classification. Given a drug SMILES string, predict its absorption, distribution, metabolism, or excretion properties. Task type varies by dataset: regression for continuous measurements (e.g., permeability, clearance, half-life) or binary classification for categorical outcomes (e.g., BBB penetration, CYP inhibition). Dataset: hia_hou. From a dataset of Human intestinal absorption (HIA) binary classification data from Hou et al.. (1) The drug is CCNC[C@H](C)c1cccc(C(F)(F)F)c1. The result is 1 (good absorption). (2) The molecule is CCOC(=O)C1=C(C)NC(C)=C(C(=O)OCC)C1c1ccccc1/C=C/C(=O)OC(C)(C)C. The result is 1 (good absorption). (3) The drug is Cc1cccc(C)c1NC(=O)[C@@H](C)N. The result is 1 (good absorption). (4) The molecule is CC(=O)O[C@H]1C[C@@]2(C)[C@@H](C[C@@H](O)[C@@H]3[C@]4(C)CC[C@@H](O)[C@@H](C)[C@@H]4CC[C@]32C)/C1=C(/CCC=C(C)C)C(=O)O. The result is 1 (good absorption). (5) The compound is CC[C@@H]1CC[C@H](N)[C@H](O[C@@H]2[C@@H](N)C[C@H](N)[C@H](O[C@@H]3OC[C@@](C)(O)[C@H](NC)[C@@H]3O)[C@H]2O)O1. The result is 0 (poor absorption). (6) The molecule is CNCCCCOc1ccccc1Cc1ccccc1. The result is 1 (good absorption). (7) The molecule is CSc1ccc(C(=O)c2[nH]c(=O)[nH]c2C)cc1. The result is 1 (good absorption). (8) The compound is CO/N=C(\C(=O)N[C@@H]1C(=O)N2C(C(=O)O)=CCS[C@@H]12)c1csc(N)n1. The result is 1 (good absorption).